From a dataset of Forward reaction prediction with 1.9M reactions from USPTO patents (1976-2016). Predict the product of the given reaction. (1) Given the reactants [CH2:1]([O:3][C:4]([C:6]1[NH:7][C:8](=[O:13])[CH:9]=[CH:10][C:11]=1[CH3:12])=[O:5])[CH3:2].C([O-])([O-])=O.[K+].[K+].[Li+].[Br-].[CH2:22](Br)[C:23]1[CH:28]=[CH:27][CH:26]=[CH:25][CH:24]=1, predict the reaction product. The product is: [CH2:1]([O:3][C:4]([C:6]1[N:7]([CH2:22][C:23]2[CH:28]=[CH:27][CH:26]=[CH:25][CH:24]=2)[C:8](=[O:13])[CH:9]=[CH:10][C:11]=1[CH3:12])=[O:5])[CH3:2]. (2) Given the reactants [F:1][C:2]1[CH:7]=[CH:6][C:5]([F:8])=[CH:4][C:3]=1[C@@H:9]1[C@@H:14]([NH:15]C(=O)OC(C)(C)C)[CH2:13][C@@H:12]([N:23]2[CH2:30][C:29]3[CH:28]=[N:27][NH:26][C:25]=3[CH2:24]2)[C:11](=O)[N:10]1[CH3:32].C(N(CC)CC)C.[F:40][C:41]([F:47])([F:46])[S:42](Cl)(=[O:44])=[O:43].[C:48]([OH:54])([C:50]([F:53])([F:52])[F:51])=[O:49].C(Cl)Cl, predict the reaction product. The product is: [F:51][C:50]([F:53])([F:52])[C:48]([OH:54])=[O:49].[F:51][C:50]([F:53])([F:52])[C:48]([OH:54])=[O:49].[F:51][C:50]([F:53])([F:52])[C:48]([OH:54])=[O:49].[F:1][C:2]1[CH:7]=[CH:6][C:5]([F:8])=[CH:4][C:3]=1[C@@H:9]1[C@@H:14]([NH2:15])[CH2:13][C@@H:12]([N:23]2[CH2:30][C:29]3[C:25](=[N:26][N:27]([S:42]([C:41]([F:47])([F:46])[F:40])(=[O:44])=[O:43])[CH:28]=3)[CH2:24]2)[CH2:11][N:10]1[CH3:32]. (3) Given the reactants [C:1]([O:5][C:6]([N:8]1[CH2:13][CH2:12][C:11]([C:15]2[O:24][C:18]3=[CH:19][N:20]=[C:21](Cl)[CH:22]=[C:17]3[CH:16]=2)([CH3:14])[CH2:10][CH2:9]1)=[O:7])([CH3:4])([CH3:3])[CH3:2].[CH3:25][S:26]([C:29]1[CH:34]=[CH:33][C:32](B(O)O)=[CH:31][CH:30]=1)(=[O:28])=[O:27], predict the reaction product. The product is: [C:1]([O:5][C:6]([N:8]1[CH2:13][CH2:12][C:11]([C:15]2[O:24][C:18]3=[CH:19][N:20]=[C:21]([C:32]4[CH:33]=[CH:34][C:29]([S:26]([CH3:25])(=[O:28])=[O:27])=[CH:30][CH:31]=4)[CH:22]=[C:17]3[CH:16]=2)([CH3:14])[CH2:10][CH2:9]1)=[O:7])([CH3:4])([CH3:3])[CH3:2]. (4) Given the reactants Cl[C:2]([O:4][CH2:5][C:6]1[CH:11]=[CH:10][CH:9]=[CH:8][CH:7]=1)=[O:3].C(N(CC)CC)C.[C:19]([O:23][C:24]([NH:26][CH:27]1[CH2:30][NH:29][CH2:28]1)=[O:25])([CH3:22])([CH3:21])[CH3:20], predict the reaction product. The product is: [C:19]([O:23][C:24]([NH:26][CH:27]1[CH2:28][N:29]([C:2]([O:4][CH2:5][C:6]2[CH:11]=[CH:10][CH:9]=[CH:8][CH:7]=2)=[O:3])[CH2:30]1)=[O:25])([CH3:22])([CH3:20])[CH3:21]. (5) Given the reactants [Li].[NH2:2][C:3]1[N:11]=[CH:10][C:9]([N+:12]([O-:14])=[O:13])=[CH:8][C:4]=1[C:5]([OH:7])=O.[O:15]([C:22]1[S:26][C:25]([CH2:27][NH2:28])=[CH:24][CH:23]=1)[C:16]1[CH:21]=[CH:20][CH:19]=[CH:18][CH:17]=1.F[P-](F)(F)(F)(F)F.N1([P+](N(C)C)(N(C)C)N(C)C)C2C=CC=CC=2N=N1.C(N(CC)CC)C, predict the reaction product. The product is: [NH2:2][C:3]1[N:11]=[CH:10][C:9]([N+:12]([O-:14])=[O:13])=[CH:8][C:4]=1[C:5]([NH:28][CH2:27][C:25]1[S:26][C:22]([O:15][C:16]2[CH:17]=[CH:18][CH:19]=[CH:20][CH:21]=2)=[CH:23][CH:24]=1)=[O:7].